Dataset: Forward reaction prediction with 1.9M reactions from USPTO patents (1976-2016). Task: Predict the product of the given reaction. Given the reactants [NH2:1][C:2]1[C:3]([C:23]#[N:24])=[C:4]([CH:20]=[CH:21][CH:22]=1)[O:5][CH2:6][C@H:7]1[CH2:12][CH2:11][CH2:10][N:9]([C:13]([O:15][C:16]([CH3:19])([CH3:18])[CH3:17])=[O:14])[CH2:8]1.N1C=CC=CC=1.[S:31](Cl)(=[O:34])(=[O:33])[NH2:32].C([O-])(O)=O.[Na+].[OH-].[Na+].Cl, predict the reaction product. The product is: [NH2:24][C:23]1[C:3]2[C:4]([O:5][CH2:6][C@H:7]3[CH2:12][CH2:11][CH2:10][N:9]([C:13]([O:15][C:16]([CH3:19])([CH3:17])[CH3:18])=[O:14])[CH2:8]3)=[CH:20][CH:21]=[CH:22][C:2]=2[NH:1][S:31](=[O:34])(=[O:33])[N:32]=1.